Dataset: Forward reaction prediction with 1.9M reactions from USPTO patents (1976-2016). Task: Predict the product of the given reaction. (1) Given the reactants C(OC([N:11]1[CH2:15][CH2:14][CH2:13][C@H:12]1[CH2:16][S:17]([CH3:20])(=[O:19])=[O:18])=O)C1C=CC=CC=1, predict the reaction product. The product is: [CH3:20][S:17]([CH2:16][C@@H:12]1[CH2:13][CH2:14][CH2:15][NH:11]1)(=[O:19])=[O:18]. (2) Given the reactants [C:1]([C:3]1[N:7]2[N:8]=[C:9]([C:12]3[CH:17]=[CH:16][C:15]([C:18]([N:20]4[CH2:25][CH2:24][O:23][CH2:22][CH2:21]4)=[O:19])=[CH:14][CH:13]=3)[CH:10]=[CH:11][C:6]2=[N:5][CH:4]=1)#[CH:2].Cl.Br[C:28]1[CH:33]=[CH:32][N:31]=[CH:30][CH:29]=1.C1C=CC(P(C2C=CC=CC=2)C2C=CC=CC=2)=CC=1.CCN(C(C)C)C(C)C, predict the reaction product. The product is: [O:23]1[CH2:22][CH2:21][N:20]([C:18]([C:15]2[CH:14]=[CH:13][C:12]([C:9]3[CH:10]=[CH:11][C:6]4[N:7]([C:3]([C:1]#[C:2][C:28]5[CH:33]=[CH:32][N:31]=[CH:30][CH:29]=5)=[CH:4][N:5]=4)[N:8]=3)=[CH:17][CH:16]=2)=[O:19])[CH2:25][CH2:24]1. (3) Given the reactants ClCCl.[CH3:4][C:5]1[N:10]([CH2:11][C:12]2[S:13][C:14]([C:17]([F:20])([F:19])[F:18])=[CH:15][CH:16]=2)[C:9](=[O:21])[N:8]=[C:7](SC)[N:6]=1.ClC1C=CC=C(C(OO)=[O:32])C=1.S([O-])([O-])(=O)=S.[Na+].[Na+], predict the reaction product. The product is: [CH3:4][C:5]1[N:10]([CH2:11][C:12]2[S:13][C:14]([C:17]([F:20])([F:19])[F:18])=[CH:15][CH:16]=2)[C:9](=[O:21])[NH:8][C:7](=[O:32])[N:6]=1. (4) Given the reactants [C:1]([O:5][C:6]([N:8]([CH2:30][C@H:31]([OH:38])[C:32]1[CH:37]=[CH:36][CH:35]=[CH:34][CH:33]=1)[CH2:9][CH2:10][C:11]1[CH:16]=[CH:15][C:14]([C:17]2[CH:22]=[CH:21][C:20]([C:23](O)=[O:24])=[C:19]([S:26][CH:27]([CH3:29])[CH3:28])[CH:18]=2)=[CH:13][CH:12]=1)=[O:7])([CH3:4])([CH3:3])[CH3:2].[CH3:39][S:40]([NH2:43])(=[O:42])=[O:41].Cl.CN(C)CCCN=C=NCC.Cl, predict the reaction product. The product is: [OH:38][C@H:31]([C:32]1[CH:37]=[CH:36][CH:35]=[CH:34][CH:33]=1)[CH2:30][N:8]([CH2:9][CH2:10][C:11]1[CH:12]=[CH:13][C:14]([C:17]2[CH:22]=[CH:21][C:20]([C:23]([NH:43][S:40]([CH3:39])(=[O:42])=[O:41])=[O:24])=[C:19]([S:26][CH:27]([CH3:29])[CH3:28])[CH:18]=2)=[CH:15][CH:16]=1)[C:6](=[O:7])[O:5][C:1]([CH3:4])([CH3:2])[CH3:3]. (5) Given the reactants [F:1][C:2]([F:16])([F:15])[CH2:3][O:4][C:5]1[N:6]=[CH:7][C:8]([C:11]([O:13]C)=[O:12])=[N:9][CH:10]=1.Cl, predict the reaction product. The product is: [F:16][C:2]([F:1])([F:15])[CH2:3][O:4][C:5]1[N:6]=[CH:7][C:8]([C:11]([OH:13])=[O:12])=[N:9][CH:10]=1. (6) Given the reactants [O:1]1[C:6]2[CH:7]=[CH:8][C:9]([CH:11]=O)=[CH:10][C:5]=2[O:4][CH2:3][CH2:2]1.[S:13]1[CH2:17][C:16](=[O:18])[NH:15][C:14]1=[O:19], predict the reaction product. The product is: [O:1]1[C:6]2[CH:7]=[CH:8][C:9](/[CH:11]=[C:17]3/[C:16](=[O:18])[NH:15][C:14](=[O:19])[S:13]/3)=[CH:10][C:5]=2[O:4][CH2:3][CH2:2]1. (7) Given the reactants [NH:1]1[C:9]2[C:4](=[C:5]([C:10]3[N:11]=[C:12]([N:22]4[CH2:27][CH2:26][O:25][CH2:24][CH2:23]4)[C:13]4[CH:18]=[C:17]([C:19]([OH:21])=O)[S:16][C:14]=4[N:15]=3)[CH:6]=[CH:7][CH:8]=2)[CH:3]=[N:2]1.[NH:28]1[CH2:33][CH2:32][CH:31]([OH:34])[CH2:30][CH2:29]1, predict the reaction product. The product is: [NH:1]1[C:9]2[C:4](=[C:5]([C:10]3[N:11]=[C:12]([N:22]4[CH2:23][CH2:24][O:25][CH2:26][CH2:27]4)[C:13]4[CH:18]=[C:17]([C:19]([N:28]5[CH2:33][CH2:32][CH:31]([OH:34])[CH2:30][CH2:29]5)=[O:21])[S:16][C:14]=4[N:15]=3)[CH:6]=[CH:7][CH:8]=2)[CH:3]=[N:2]1. (8) The product is: [C:1]([O:5][C:6]([N:8]1[CH2:13][CH2:12][N:11]([C:14]2[CH:19]=[CH:18][CH:17]=[CH:16][C:15]=2[O:20][CH2:21][CH:22]([N:24]([CH2:25][CH3:26])[CH2:28][CH3:29])[CH3:23])[CH2:10][CH2:9]1)=[O:7])([CH3:4])([CH3:3])[CH3:2]. Given the reactants [C:1]([O:5][C:6]([N:8]1[CH2:13][CH2:12][N:11]([C:14]2[CH:19]=[CH:18][CH:17]=[CH:16][C:15]=2[O:20][CH2:21][CH:22]([NH2:24])[CH3:23])[CH2:10][CH2:9]1)=[O:7])([CH3:4])([CH3:3])[CH3:2].[CH:25](=O)[CH3:26].[C:28](O[BH-](OC(=O)C)OC(=O)C)(=O)[CH3:29].[Na+], predict the reaction product.